Dataset: Forward reaction prediction with 1.9M reactions from USPTO patents (1976-2016). Task: Predict the product of the given reaction. Given the reactants [CH3:1][C:2]1[CH:7]=[C:6]([CH3:8])[CH:5]=[CH:4][C:3]=1[N:9]1[CH2:14][CH2:13][N:12]([CH2:15][CH2:16][NH2:17])[CH2:11][CH2:10]1.[Cl:18][C:19]1[CH:24]=[CH:23][C:22]([C:25]2[N:29]([C:30]([CH3:33])([CH3:32])[CH3:31])[N:28]=[C:27]([CH:34]=O)[CH:26]=2)=[CH:21][CH:20]=1, predict the reaction product. The product is: [C:30]([N:29]1[C:25]([C:22]2[CH:21]=[CH:20][C:19]([Cl:18])=[CH:24][CH:23]=2)=[CH:26][C:27]([CH2:34][NH:17][CH2:16][CH2:15][N:12]2[CH2:13][CH2:14][N:9]([C:3]3[CH:4]=[CH:5][C:6]([CH3:8])=[CH:7][C:2]=3[CH3:1])[CH2:10][CH2:11]2)=[N:28]1)([CH3:33])([CH3:32])[CH3:31].